The task is: Predict the product of the given reaction.. This data is from Forward reaction prediction with 1.9M reactions from USPTO patents (1976-2016). (1) Given the reactants [C:1]([NH:4][C:5]1[C:10]([C:11]2[C:16]([CH3:17])=[CH:15][C:14]([O:18]CC3C=CC=CC=3)=[CH:13][C:12]=2[CH3:26])=[CH:9][C:8]([C:27]([O:29][CH2:30][CH3:31])=[O:28])=[CH:7][CH:6]=1)(=[O:3])[CH3:2], predict the reaction product. The product is: [C:1]([NH:4][C:5]1[C:10]([C:11]2[C:12]([CH3:26])=[CH:13][C:14]([OH:18])=[CH:15][C:16]=2[CH3:17])=[CH:9][C:8]([C:27]([O:29][CH2:30][CH3:31])=[O:28])=[CH:7][CH:6]=1)(=[O:3])[CH3:2]. (2) Given the reactants [NH:1]1[C:9]2[C:4](=[CH:5][C:6]([NH:10][C:11]3[C:12]4[C:19]5[CH2:20][CH2:21][CH:22]([C:24](O)=[O:25])[CH2:23][C:18]=5[S:17][C:13]=4[N:14]=[CH:15][N:16]=3)=[CH:7][CH:8]=2)[CH:3]=[N:2]1.C(NC(C)C)(C)C.[F:34][C:35]1[CH:36]=[C:37]([CH2:41][NH2:42])[CH:38]=[CH:39][CH:40]=1.C(P1(=O)OP(CCC)(=O)OP(CCC)(=O)O1)CC.C(P(OP(CCC)=O)=O)CC, predict the reaction product. The product is: [F:34][C:35]1[CH:36]=[C:37]([CH:38]=[CH:39][CH:40]=1)[CH2:41][NH:42][C:24]([CH:22]1[CH2:21][CH2:20][C:19]2[C:12]3[C:11]([NH:10][C:6]4[CH:5]=[C:4]5[C:9](=[CH:8][CH:7]=4)[NH:1][N:2]=[CH:3]5)=[N:16][CH:15]=[N:14][C:13]=3[S:17][C:18]=2[CH2:23]1)=[O:25].